From a dataset of Full USPTO retrosynthesis dataset with 1.9M reactions from patents (1976-2016). Predict the reactants needed to synthesize the given product. Given the product [C:1]1([C:11]2[CH:16]=[CH:15][CH:14]=[CH:13][CH:12]=2)[CH:2]=[CH:3][C:4]([CH2:7][C:8]([NH:19][C@@H:20]([C:22]2[S:23][C:24]([CH3:27])=[CH:25][N:26]=2)[CH3:21])=[O:10])=[CH:5][CH:6]=1, predict the reactants needed to synthesize it. The reactants are: [C:1]1([C:11]2[CH:16]=[CH:15][CH:14]=[CH:13][CH:12]=2)[CH:6]=[CH:5][C:4]([CH2:7][C:8]([OH:10])=O)=[CH:3][CH:2]=1.[Cl-].[Cl-].[NH3+:19][C@@H:20]([C:22]1[S:23][C:24]([CH3:27])=[CH:25][NH+:26]=1)[CH3:21].C1C=NC2N(O)N=NC=2C=1.C(Cl)CCl.CCN(C(C)C)C(C)C.